From a dataset of Forward reaction prediction with 1.9M reactions from USPTO patents (1976-2016). Predict the product of the given reaction. (1) Given the reactants [CH3:1][C:2]1[CH:3]=[C:4]([OH:16])[C:5]([C:9]2[CH:14]=[CH:13][CH:12]=[C:11]([CH3:15])[N:10]=2)=[N:6][C:7]=1[CH3:8].[CH2:17]([O:24][C:25]1[CH:34]=[C:33]2[C:28]([C:29](Cl)=[CH:30][CH:31]=[N:32]2)=[CH:27][C:26]=1[O:36][CH3:37])[C:18]1[CH:23]=[CH:22][CH:21]=[CH:20][CH:19]=1.C(=O)([O-])[O-].[Cs+].[Cs+].O, predict the reaction product. The product is: [CH2:17]([O:24][C:25]1[CH:34]=[C:33]2[C:28]([C:29]([O:16][C:4]3[C:5]([C:9]4[CH:14]=[CH:13][CH:12]=[C:11]([CH3:15])[N:10]=4)=[N:6][C:7]([CH3:8])=[C:2]([CH3:1])[CH:3]=3)=[CH:30][CH:31]=[N:32]2)=[CH:27][C:26]=1[O:36][CH3:37])[C:18]1[CH:19]=[CH:20][CH:21]=[CH:22][CH:23]=1. (2) Given the reactants [Br:1][CH2:2][CH2:3][CH2:4][CH2:5][CH2:6][CH2:7][CH2:8][C:9]1[CH:14]=[CH:13][CH:12]=[CH:11][C:10]=1[OH:15].C([O-])([O-])=O.[K+].[K+].[CH2:22](Br)[C:23]1[CH:28]=[CH:27][CH:26]=[CH:25][CH:24]=1, predict the reaction product. The product is: [Br:1][CH2:2][CH2:3][CH2:4][CH2:5][CH2:6][CH2:7][CH2:8][C:9]1[CH:14]=[CH:13][CH:12]=[CH:11][C:10]=1[O:15][CH2:22][C:23]1[CH:28]=[CH:27][CH:26]=[CH:25][CH:24]=1. (3) Given the reactants [H-].[Na+].[Br:3][C:4]1[CH:9]=[CH:8][C:7](/[C:10](=[N:16]/[OH:17])/[C:11]([O:13]CC)=[O:12])=[CH:6][CH:5]=1.Cl[CH2:19][C:20]1[CH:39]=[CH:38][C:23]([O:24][CH2:25][C:26]2[N:27]=[C:28]([C:32]3[CH:37]=[CH:36][CH:35]=[CH:34][CH:33]=3)[O:29][C:30]=2[CH3:31])=[CH:22][CH:21]=1.Cl.C(=O)(O)[O-].[Na+], predict the reaction product. The product is: [Br:3][C:4]1[CH:5]=[CH:6][C:7](/[C:10](=[N:16]/[O:17][CH2:19][C:20]2[CH:21]=[CH:22][C:23]([O:24][CH2:25][C:26]3[N:27]=[C:28]([C:32]4[CH:37]=[CH:36][CH:35]=[CH:34][CH:33]=4)[O:29][C:30]=3[CH3:31])=[CH:38][CH:39]=2)/[C:11]([OH:13])=[O:12])=[CH:8][CH:9]=1. (4) Given the reactants [CH2:1]([O:3][C:4]([N:6]=[C:7]=[S:8])=[O:5])[CH3:2].[Cl:9][C:10]1[N:15]=[C:14](Cl)[C:13]([NH2:17])=[CH:12][N:11]=1, predict the reaction product. The product is: [Cl:9][C:10]1[N:11]=[CH:12][C:13]2[N:17]=[C:7]([NH:6][C:4](=[O:5])[O:3][CH2:1][CH3:2])[S:8][C:14]=2[N:15]=1. (5) Given the reactants [C:1]([C:3]1[CH:4]=[C:5]([CH:9]([CH3:13])[C:10]([OH:12])=O)[CH:6]=[CH:7][CH:8]=1)#[N:2].C(N=C=NCCCN(C)C)C.ON1C2C=CC=CC=2N=N1.C(N(CC)CC)C.[C:42]1([CH3:60])[CH:47]=[CH:46][CH:45]=[C:44]([C:48]2[C:53]([CH2:54][NH2:55])=[CH:52][CH:51]=[C:50]([C:56]([F:59])([F:58])[F:57])[N:49]=2)[CH:43]=1, predict the reaction product. The product is: [C:1]([C:3]1[CH:4]=[C:5]([CH:9]([CH3:13])[C:10]([NH:55][CH2:54][C:53]2[C:48]([C:44]3[CH:43]=[C:42]([CH3:60])[CH:47]=[CH:46][CH:45]=3)=[N:49][C:50]([C:56]([F:59])([F:57])[F:58])=[CH:51][CH:52]=2)=[O:12])[CH:6]=[CH:7][CH:8]=1)#[N:2]. (6) Given the reactants [H-].[Al+3].[Li+].[H-].[H-].[H-].[CH3:7][C:8]1[CH:16]=[CH:15][C:14]2[NH:13][C:12]3[CH2:17][CH2:18][CH2:19][N:20]([CH:22]=O)[CH2:21][C:11]=3[C:10]=2[CH:9]=1, predict the reaction product. The product is: [CH3:22][N:20]1[CH2:19][CH2:18][CH2:17][C:12]2[NH:13][C:14]3[CH:15]=[CH:16][C:8]([CH3:7])=[CH:9][C:10]=3[C:11]=2[CH2:21]1. (7) Given the reactants [ClH:1].CO.[CH2:4]([N:11]1[CH2:15][CH2:14][CH:13]([NH:16][C:17]2[N:22]=[CH:21][C:20](/[CH:23]=[CH:24]/[C:25]([NH:27][O:28]C3CCCCO3)=[O:26])=[CH:19][CH:18]=2)[CH2:12]1)[C:5]1[CH:10]=[CH:9][CH:8]=[CH:7][CH:6]=1, predict the reaction product. The product is: [ClH:1].[ClH:1].[CH2:4]([N:11]1[CH2:15][CH2:14][CH:13]([NH:16][C:17]2[N:22]=[CH:21][C:20](/[CH:23]=[CH:24]/[C:25]([NH:27][OH:28])=[O:26])=[CH:19][CH:18]=2)[CH2:12]1)[C:5]1[CH:6]=[CH:7][CH:8]=[CH:9][CH:10]=1.